This data is from Reaction yield outcomes from USPTO patents with 853,638 reactions. The task is: Predict the reaction yield, written as a fraction of the theoretical maximum amount of product (1.0 means a 100% yield; for example, 0.34 means a 34% yield). (1) The reactants are [C:1]([O:5][C:6]([NH:8][C@H:9]([CH2:13][C:14]#[CH:15])[C:10](O)=O)=[O:7])([CH3:4])([CH3:3])[CH3:2].[NH2:16][C:17]1[CH:25]=[C:24]([Cl:26])[CH:23]=[CH:22][C:18]=1[C:19]([OH:21])=O.P(OC1C=CC=CC=1)(OC1C=CC=CC=1)OC1C=CC=CC=1.[C:49]1([NH:55][NH2:56])[CH:54]=[CH:53][CH:52]=[CH:51][CH:50]=1. The catalyst is N1C=CC=CC=1. The product is [C:1]([O:5][C:6](=[O:7])[NH:8][C@@H:9]([C:10]1[N:56]([NH:55][C:49]2[CH:54]=[CH:53][CH:52]=[CH:51][CH:50]=2)[C:19](=[O:21])[C:18]2[C:17](=[CH:25][C:24]([Cl:26])=[CH:23][CH:22]=2)[N:16]=1)[CH2:13][C:14]#[CH:15])([CH3:4])([CH3:3])[CH3:2]. The yield is 0.534. (2) The reactants are [CH2:1]([N:4]([CH2:6][CH2:7][CH2:8][CH2:9][O:10][C:11]1[CH:12]=[C:13]2[C:17](=[CH:18][CH:19]=1)[NH:16][CH2:15][CH2:14]2)[CH3:5])[CH:2]=[CH2:3].C([O-])([O-])=O.[K+].[K+].[Cl:26][C:27]1[CH:32]=[CH:31][C:30](I)=[CH:29][CH:28]=1.O. The catalyst is CS(C)=O.[Cu]I.CCOCC. The product is [CH2:1]([N:4]([CH2:6][CH2:7][CH2:8][CH2:9][O:10][C:11]1[CH:12]=[C:13]2[C:17](=[CH:18][CH:19]=1)[N:16]([C:30]1[CH:31]=[CH:32][C:27]([Cl:26])=[CH:28][CH:29]=1)[CH:15]=[CH:14]2)[CH3:5])[CH:2]=[CH2:3]. The yield is 0.200. (3) The reactants are [OH:1][CH2:2][C:3]1[CH:11]=[CH:10][C:6]([C:7]([OH:9])=[O:8])=[CH:5][CH:4]=1.N1C=CN=C1.[Si:17](Cl)([C:20]([CH3:23])([CH3:22])[CH3:21])([CH3:19])[CH3:18]. The catalyst is C(Cl)Cl.Cl. The product is [Si:17]([O:1][CH2:2][C:3]1[CH:4]=[CH:5][C:6]([C:7]([OH:9])=[O:8])=[CH:10][CH:11]=1)([C:20]([CH3:23])([CH3:22])[CH3:21])([CH3:19])[CH3:18]. The yield is 0.820. (4) The reactants are [Br:1][C:2]1[C:7](Br)=[CH:6][C:5]([Cl:9])=[CH:4][N:3]=1.[Cl-].[Li+].C([Mg]Cl)(C)C.CN([CH:20]=[O:21])C. The catalyst is C1COCC1. The product is [Br:1][C:2]1[C:7]([CH2:20][OH:21])=[CH:6][C:5]([Cl:9])=[CH:4][N:3]=1. The yield is 0.930. (5) The reactants are [C:1]([O:9][CH2:10][C@@H:11]1[CH2:15][CH2:14][C:13](=O)[NH:12]1)(=[O:8])[C:2]1[CH:7]=[CH:6][CH:5]=[CH:4][CH:3]=1.C[Si]([C:21]#[N:22])(C)C. The catalyst is C1COCC1.[H-].[Cl-].[CH-]1C=CC=C1.[CH-]1C=CC=C1.[Zr+2]. The product is [C:1]([O:9][CH2:10][C@@H:11]1[CH2:15][CH2:14][C@@H:13]([C:21]#[N:22])[NH:12]1)(=[O:8])[C:2]1[CH:7]=[CH:6][CH:5]=[CH:4][CH:3]=1. The yield is 0.890. (6) The reactants are [C:1]([N:4]1[CH2:9][CH2:8][N:7]([C:10]2[CH:11]=[N:12][C:13]([CH2:16][CH2:17][C:18]3[CH:23]=[CH:22][C:21]([CH2:24]Cl)=[CH:20][CH:19]=3)=[CH:14][CH:15]=2)[CH2:6][CH2:5]1)(=[O:3])[CH3:2].[N-:26]=[N+:27]=[N-:28].[Na+].C(=O)([O-])[O-].[Na+].[Na+].C(OCC)(=O)C. The catalyst is CN(C)C=O. The product is [C:1]([N:4]1[CH2:9][CH2:8][N:7]([C:10]2[CH:11]=[N:12][C:13]([CH2:16][CH2:17][C:18]3[CH:23]=[CH:22][C:21]([CH2:24][N:26]=[N+:27]=[N-:28])=[CH:20][CH:19]=3)=[CH:14][CH:15]=2)[CH2:6][CH2:5]1)(=[O:3])[CH3:2]. The yield is 0.949.